From a dataset of Forward reaction prediction with 1.9M reactions from USPTO patents (1976-2016). Predict the product of the given reaction. (1) Given the reactants Cl[C:2]1[N:11]=[C:10]([NH:12][CH2:13][C@@H:14]2[CH2:19][CH2:18][CH2:17][N:16]([C:20]([O:22][C:23]([CH3:26])([CH3:25])[CH3:24])=[O:21])[CH2:15]2)[C:9]2[C:4](=[N:5][CH:6]=[CH:7][N:8]=2)[CH:3]=1.[O:27]1[CH2:32][CH2:31][N:30]([C:33]2[CH:38]=[CH:37][C:36](B(O)O)=[CH:35][CH:34]=2)[CH2:29][CH2:28]1.C([O-])([O-])=O.[Cs+].[Cs+], predict the reaction product. The product is: [O:27]1[CH2:32][CH2:31][N:30]([C:33]2[CH:38]=[CH:37][C:36]([C:2]3[N:11]=[C:10]([NH:12][CH2:13][C@@H:14]4[CH2:19][CH2:18][CH2:17][N:16]([C:20]([O:22][C:23]([CH3:26])([CH3:25])[CH3:24])=[O:21])[CH2:15]4)[C:9]4[C:4](=[N:5][CH:6]=[CH:7][N:8]=4)[CH:3]=3)=[CH:35][CH:34]=2)[CH2:29][CH2:28]1. (2) The product is: [CH2:1]([N:8]1[CH2:26][CH2:25][C:11]2[N:12]=[C:13]([C:17]3[CH:18]=[C:19]([Cl:24])[CH:20]=[C:21]([Cl:23])[CH:22]=3)[N:14]=[C:15]([O:16][CH2:33][C:32]3[CH:35]=[CH:36][C:29]([C:27]#[N:28])=[CH:30][CH:31]=3)[C:10]=2[CH2:9]1)[C:2]1[CH:3]=[CH:4][CH:5]=[CH:6][CH:7]=1. Given the reactants [CH2:1]([N:8]1[CH2:26][CH2:25][C:11]2[N:12]=[C:13]([C:17]3[CH:22]=[C:21]([Cl:23])[CH:20]=[C:19]([Cl:24])[CH:18]=3)[N:14]=[C:15]([OH:16])[C:10]=2[CH2:9]1)[C:2]1[CH:7]=[CH:6][CH:5]=[CH:4][CH:3]=1.[C:27]([C:29]1[CH:36]=[CH:35][C:32]([CH2:33]Br)=[CH:31][CH:30]=1)#[N:28], predict the reaction product. (3) Given the reactants [C:1]([O:5][C:6]([N:8]1[CH2:13][C@@H:12]([C:14](=[O:37])[NH:15][CH2:16][C:17]2([CH2:31][CH2:32][CH2:33][CH2:34][O:35][CH3:36])[C:30]3[CH:29]=[CH:28][CH:27]=[CH:26][C:25]=3[O:24][C:23]3[C:18]2=[CH:19][CH:20]=[CH:21][CH:22]=3)[CH2:11][C@@H:10]([C:38]([OH:40])=O)[CH2:9]1)=[O:7])([CH3:4])([CH3:3])[CH3:2].[CH2:41]([NH:43][CH2:44][CH2:45][C:46]([CH3:49])([OH:48])[CH3:47])[CH3:42], predict the reaction product. The product is: [C:1]([O:5][C:6]([N:8]1[CH2:13][C@@H:12]([C:14](=[O:37])[NH:15][CH2:16][C:17]2([CH2:31][CH2:32][CH2:33][CH2:34][O:35][CH3:36])[C:18]3[CH:19]=[CH:20][CH:21]=[CH:22][C:23]=3[O:24][C:25]3[C:30]2=[CH:29][CH:28]=[CH:27][CH:26]=3)[CH2:11][C@@H:10]([C:38](=[O:40])[N:43]([CH2:41][CH3:42])[CH2:44][CH2:45][C:46]([OH:48])([CH3:49])[CH3:47])[CH2:9]1)=[O:7])([CH3:4])([CH3:2])[CH3:3]. (4) Given the reactants [N:1]1[CH:2]=[CH:3][N:4]2[CH:9]=[CH:8][CH:7]=[C:6]([C:10]#[N:11])[C:5]=12.[I:12]N1C(=O)CCC1=O, predict the reaction product. The product is: [I:12][C:3]1[N:4]2[CH:9]=[CH:8][CH:7]=[C:6]([C:10]#[N:11])[C:5]2=[N:1][CH:2]=1. (5) The product is: [CH3:40][Si:39]([CH3:42])([CH3:41])[C:3]1[CH:4]=[CH:5][CH:1]([C:6]2([C:12]3[C:24]4[CH2:23][C:22]5[C:17](=[CH:18][C:19]([C:25]([CH3:26])([CH3:28])[CH3:27])=[CH:20][CH:21]=5)[C:16]=4[CH:15]=[C:14]([C:29]([CH3:32])([CH3:31])[CH3:30])[CH:13]=3)[CH2:11][CH2:10][CH2:9][CH2:8][CH2:7]2)[CH:2]=1. Given the reactants [CH:1]1([C:6]2([C:12]3[C:24]4[CH2:23][C:22]5[C:17](=[CH:18][C:19]([C:25]([CH3:28])([CH3:27])[CH3:26])=[CH:20][CH:21]=5)[C:16]=4[CH:15]=[C:14]([C:29]([CH3:32])([CH3:31])[CH3:30])[CH:13]=3)[CH2:11][CH2:10][CH2:9][CH2:8][CH2:7]2)[CH:5]=[CH:4][CH:3]=[CH:2]1.[Li]CCCC.Cl[Si:39]([CH3:42])([CH3:41])[CH3:40].Cl, predict the reaction product. (6) Given the reactants [H-].[Na+].[C:3]([C:7]1[CH:12]=[CH:11][C:10]([CH:13]2[CH2:15][CH:14]2[C:16]([NH:18]/[N:19]=[CH:20]/[C:21]2[CH:30]=[CH:29][CH:28]=[C:27]3[C:22]=2[CH:23]=[CH:24][N:25]=[CH:26]3)=[O:17])=[CH:9][CH:8]=1)([CH3:6])([CH3:5])[CH3:4].[CH3:31]I, predict the reaction product. The product is: [C:3]([C:7]1[CH:12]=[CH:11][C:10]([CH:13]2[CH2:15][CH:14]2[C:16]([N:18]([CH3:31])/[N:19]=[CH:20]/[C:21]2[CH:30]=[CH:29][CH:28]=[C:27]3[C:22]=2[CH:23]=[CH:24][N:25]=[CH:26]3)=[O:17])=[CH:9][CH:8]=1)([CH3:6])([CH3:4])[CH3:5].